Dataset: Peptide-MHC class I binding affinity with 185,985 pairs from IEDB/IMGT. Task: Regression. Given a peptide amino acid sequence and an MHC pseudo amino acid sequence, predict their binding affinity value. This is MHC class I binding data. The peptide sequence is GSSDFQVHFLK. The MHC is HLA-A24:02 with pseudo-sequence HLA-A24:02. The binding affinity (normalized) is 0.0847.